From a dataset of Forward reaction prediction with 1.9M reactions from USPTO patents (1976-2016). Predict the product of the given reaction. Given the reactants [Cl:1][C:2]1[CH:3]=[C:4]([OH:11])[C:5]([N+:8]([O-:10])=[O:9])=[N:6][CH:7]=1.C([O-])([O-])=O.[K+].[K+].Br[CH2:19][CH:20]=[CH2:21], predict the reaction product. The product is: [Cl:1][C:2]1[CH:3]=[C:4]([O:11][CH2:21][CH:20]=[CH2:19])[C:5]([N+:8]([O-:10])=[O:9])=[N:6][CH:7]=1.